Dataset: Catalyst prediction with 721,799 reactions and 888 catalyst types from USPTO. Task: Predict which catalyst facilitates the given reaction. (1) Reactant: [CH3:1][O:2][C:3]1[CH:11]=[CH:10][C:6]([C:7](O)=[O:8])=[CH:5][C:4]=1[O:12][C:13]([F:16])([F:15])[F:14].C(Cl)(=O)C([Cl:20])=O. Product: [CH3:1][O:2][C:3]1[CH:11]=[CH:10][C:6]([C:7]([Cl:20])=[O:8])=[CH:5][C:4]=1[O:12][C:13]([F:16])([F:15])[F:14]. The catalyst class is: 2. (2) Reactant: [CH2:1]([C:3]1[C:4]([O:15]C)=[N:5][C:6]([CH3:14])=[C:7]([C:9]2[S:10][CH:11]=[CH:12][CH:13]=2)[CH:8]=1)[CH3:2].[I-].[K+].C(#N)C.Cl[Si](C)(C)C. Product: [CH2:1]([C:3]1[C:4](=[O:15])[NH:5][C:6]([CH3:14])=[C:7]([C:9]2[S:10][CH:11]=[CH:12][CH:13]=2)[CH:8]=1)[CH3:2]. The catalyst class is: 6. (3) Reactant: [C:1]([OH:10])(=[O:9])CC[CH2:4][CH2:5][C:6]([OH:8])=[O:7].OC[C:13]([CH3:17])(CO)C.C(OCCO)(=O)C=C.COC1C=CC(O)=CC=1.C(C1C=C(C)C=C(C(C)(C)C)C=1O)(C)(C)C.C([O-])(=O)C.[Cs+].O=C=[N:58]C1CC(C)(C)CC(C)(CN=C=O)C1.[N-]=C=O. Product: [C:6]([OH:8])(=[O:7])[CH:5]=[CH2:4].[NH2:58][C:1]([O:10][CH2:13][CH3:17])=[O:9]. The catalyst class is: 8.